From a dataset of Forward reaction prediction with 1.9M reactions from USPTO patents (1976-2016). Predict the product of the given reaction. (1) Given the reactants [F:1][C:2]1[CH:7]=[CH:6][CH:5]=[C:4]([F:8])[C:3]=1[N:9]1[C:14]2[N:15]=[C:16](S(C)=O)[N:17]=[C:18]([C:19]3[CH:20]=[C:21]([CH:28]=[CH:29][C:30]=3[CH3:31])[C:22]([NH:24][CH:25]([CH3:27])[CH3:26])=[O:23])[C:13]=2[CH2:12][NH:11][C:10]1=[O:35].C(Cl)(Cl)Cl.[CH3:40][CH:41]1[CH2:46][CH2:45][N:44]([CH:47]2[CH2:52][CH2:51][NH:50][CH2:49][CH2:48]2)[CH2:43][CH2:42]1.C(N(CC)C(C)C)(C)C, predict the reaction product. The product is: [F:1][C:2]1[CH:7]=[CH:6][CH:5]=[C:4]([F:8])[C:3]=1[N:9]1[C:14]2[N:15]=[C:16]([N:50]3[CH2:51][CH2:52][CH:47]([N:44]4[CH2:45][CH2:46][CH:41]([CH3:40])[CH2:42][CH2:43]4)[CH2:48][CH2:49]3)[N:17]=[C:18]([C:19]3[CH:20]=[C:21]([CH:28]=[CH:29][C:30]=3[CH3:31])[C:22]([NH:24][CH:25]([CH3:27])[CH3:26])=[O:23])[C:13]=2[CH2:12][NH:11][C:10]1=[O:35]. (2) Given the reactants [NH2:1][CH2:2][C:3]([NH2:6])([CH3:5])[CH3:4].Cl[C:8]1[CH:15]=[CH:14][C:11]([C:12]#[N:13])=[CH:10][N:9]=1, predict the reaction product. The product is: [NH2:6][C:3]([CH3:5])([CH3:4])[CH2:2][NH:1][C:8]1[CH:15]=[CH:14][C:11]([C:12]#[N:13])=[CH:10][N:9]=1. (3) Given the reactants [CH2:1]([O:8][C:9]1[CH:10]=[C:11]([CH2:15][CH:16]([NH:27]C(OC(C)(C)C)=O)[C:17]([O:19][CH2:20][C:21]2[CH:26]=[CH:25][CH:24]=[CH:23][CH:22]=2)=[O:18])[CH:12]=[CH:13][CH:14]=1)[C:2]1[CH:7]=[CH:6][CH:5]=[CH:4][CH:3]=1.C(O)(C(F)(F)F)=O, predict the reaction product. The product is: [NH2:27][CH:16]([CH2:15][C:11]1[CH:12]=[CH:13][CH:14]=[C:9]([O:8][CH2:1][C:2]2[CH:3]=[CH:4][CH:5]=[CH:6][CH:7]=2)[CH:10]=1)[C:17]([O:19][CH2:20][C:21]1[CH:22]=[CH:23][CH:24]=[CH:25][CH:26]=1)=[O:18]. (4) The product is: [ClH:27].[CH:1]([N:14]1[CH2:15][CH:16]([NH:18][NH2:19])[CH2:17]1)([C:8]1[CH:13]=[CH:12][CH:11]=[CH:10][CH:9]=1)[C:2]1[CH:7]=[CH:6][CH:5]=[CH:4][CH:3]=1. Given the reactants [CH:1]([N:14]1[CH2:17][CH:16]([NH:18][NH:19]C(OC(C)(C)C)=O)[CH2:15]1)([C:8]1[CH:13]=[CH:12][CH:11]=[CH:10][CH:9]=1)[C:2]1[CH:7]=[CH:6][CH:5]=[CH:4][CH:3]=1.[ClH:27], predict the reaction product.